Dataset: Full USPTO retrosynthesis dataset with 1.9M reactions from patents (1976-2016). Task: Predict the reactants needed to synthesize the given product. (1) Given the product [Cl:1][C:2]1[CH:3]=[C:4]2[C:8](=[CH:9][C:10]=1[Cl:11])[NH:7][CH:6]=[C:5]2[CH2:12][CH2:13][NH:14][C:24](=[O:25])[C:23]1[CH:22]=[CH:21][C:20]([CH2:19][C:18]2[CH:29]=[CH:30][CH:31]=[C:16]([F:15])[CH:17]=2)=[CH:28][CH:27]=1, predict the reactants needed to synthesize it. The reactants are: [Cl:1][C:2]1[CH:3]=[C:4]2[C:8](=[CH:9][C:10]=1[Cl:11])[NH:7][CH:6]=[C:5]2[CH2:12][CH2:13][NH2:14].[F:15][C:16]1[CH:17]=[C:18]([CH:29]=[CH:30][CH:31]=1)[CH2:19][C:20]1[CH:28]=[CH:27][C:23]([C:24](O)=[O:25])=[CH:22][CH:21]=1.CN(C(ON1N=NC2C=CC=NC1=2)=[N+](C)C)C.F[P-](F)(F)(F)(F)F.C(N(CC)C(C)C)(C)C. (2) Given the product [CH3:16][C:17]1[C:21]2[CH:22]=[C:23]([C:26]([F:29])([F:27])[F:28])[CH:24]=[CH:25][C:20]=2[S:19][C:18]=1[CH2:30][CH2:31][CH2:32][OH:33], predict the reactants needed to synthesize it. The reactants are: BrC1C=CC2SC(CCCO)=C(C)C=2C=1.[CH3:16][C:17]1[C:21]2[CH:22]=[C:23]([C:26]([F:29])([F:28])[F:27])[CH:24]=[CH:25][C:20]=2[S:19][C:18]=1[CH2:30][CH2:31][C:32](OCC)=[O:33]. (3) Given the product [C:14]([C:11]1[N:10]=[CH:9][C:8]([CH:5]([CH2:4][CH:1]2[CH2:3][CH2:2]2)[C:6]#[N:7])=[CH:13][CH:12]=1)(=[O:16])[CH3:15], predict the reactants needed to synthesize it. The reactants are: [CH:1]1([CH2:4][CH:5]([C:8]2[CH:9]=[N:10][C:11]([C:14]([O:16]CC)=[CH2:15])=[CH:12][CH:13]=2)[C:6]#[N:7])[CH2:3][CH2:2]1.Cl. (4) Given the product [CH3:1][NH:2][C:3]([C:5]1[C:6]2[C@H:7]([OH:27])[C@H:8]([OH:26])[C@@H:9]([C:20]3[CH:25]=[CH:24][CH:23]=[CH:22][CH:21]=3)[NH:10][C:11]=2[C:12]2[N:17]=[C:16]([CH3:18])[N:15]([CH3:19])[C:13]=2[CH:14]=1)=[O:4], predict the reactants needed to synthesize it. The reactants are: [CH3:1][NH:2][C:3]([C:5]1[C:6]2[C:7](=[O:27])[C@H:8]([OH:26])[C@@H:9]([C:20]3[CH:25]=[CH:24][CH:23]=[CH:22][CH:21]=3)[NH:10][C:11]=2[C:12]2[N:17]=[C:16]([CH3:18])[N:15]([CH3:19])[C:13]=2[CH:14]=1)=[O:4].[BH4-].[Na+]. (5) Given the product [C:1]([NH:4][CH:5]([CH2:16][C:17]1[CH:22]=[CH:21][C:20]([N:23]([C:46](=[O:54])[C:47]([O:49][C:50]([CH3:52])([CH3:51])[CH3:53])=[O:48])[C:24]2[CH:29]=[CH:28][CH:27]=[CH:26][C:25]=2[C:30]([O:32][CH:33]([C:34]2[CH:35]=[CH:36][CH:37]=[CH:38][CH:39]=2)[C:40]2[CH:45]=[CH:44][CH:43]=[CH:42][CH:41]=2)=[O:31])=[C:19]([CH2:55][CH3:56])[CH:18]=1)[C:6]([NH:8][CH2:9][CH2:10][CH2:11][CH2:12][C:13]([NH:77][C@@H:69]([CH2:68][C:65]1[CH:64]=[CH:63][C:62]([O:61][C:58]([CH3:57])([CH3:59])[CH3:60])=[CH:67][CH:66]=1)[C:70]([OH:72])=[O:71])=[O:14])=[O:7])(=[O:3])[CH3:2], predict the reactants needed to synthesize it. The reactants are: [C:1]([NH:4][CH:5]([CH2:16][C:17]1[CH:22]=[CH:21][C:20]([N:23]([C:46](=[O:54])[C:47]([O:49][C:50]([CH3:53])([CH3:52])[CH3:51])=[O:48])[C:24]2[CH:29]=[CH:28][CH:27]=[CH:26][C:25]=2[C:30]([O:32][CH:33]([C:40]2[CH:45]=[CH:44][CH:43]=[CH:42][CH:41]=2)[C:34]2[CH:39]=[CH:38][CH:37]=[CH:36][CH:35]=2)=[O:31])=[C:19]([CH2:55][CH3:56])[CH:18]=1)[C:6]([NH:8][CH2:9][CH2:10][CH2:11][CH2:12][C:13](O)=[O:14])=[O:7])(=[O:3])[CH3:2].[CH3:57][C:58]([O:61][C:62]1[CH:67]=[CH:66][C:65]([CH2:68][C@H:69]([NH2:77])[C:70]([O:72]C(C)(C)C)=[O:71])=[CH:64][CH:63]=1)([CH3:60])[CH3:59].Cl.F[B-](F)(F)F.N1(OC(N(C)C)=[N+](C)C)C2C=CC=CC=2N=N1.C(N(C(C)C)CC)(C)C. (6) Given the product [CH3:18][N:19]([CH3:21])[CH:20]=[C:8]([C:9]1[CH:14]=[CH:13][CH:12]=[CH:11][N:10]=1)[C:7]([C:6]1[CH:5]=[CH:4][O:3][C:2]=1[CH3:1])=[O:15], predict the reactants needed to synthesize it. The reactants are: [CH3:1][C:2]1[O:3][CH:4]=[CH:5][C:6]=1[C:7](=[O:15])[CH2:8][C:9]1[CH:14]=[CH:13][CH:12]=[CH:11][N:10]=1.CO[CH:18](OC)[N:19]([CH3:21])[CH3:20].